Dataset: Forward reaction prediction with 1.9M reactions from USPTO patents (1976-2016). Task: Predict the product of the given reaction. (1) The product is: [CH3:46][N:47]([CH3:51])[CH2:48][CH2:49][NH:50][C:13]([C:8]1[CH:9]=[C:10]2[C:5](=[CH:6][CH:7]=1)[N:4]([CH2:16][C:17]1[CH:18]=[CH:19][C:20]([F:23])=[CH:21][CH:22]=1)[C:3]([CH2:1][CH3:2])=[C:11]2[CH3:12])=[O:14]. Given the reactants [CH2:1]([C:3]1[N:4]([CH2:16][C:17]2[CH:22]=[CH:21][C:20]([F:23])=[CH:19][CH:18]=2)[C:5]2[C:10]([C:11]=1[CH3:12])=[CH:9][C:8]([C:13](O)=[O:14])=[CH:7][CH:6]=2)[CH3:2].Cl.C(N=C=NCCCN(C)C)C.ON1C2C=CC=CC=2N=N1.[CH3:46][N:47]([CH3:51])[CH2:48][CH2:49][NH2:50], predict the reaction product. (2) Given the reactants [OH-].[K+].[CH:3]1[C:15]2[C:14](=O)[C:13]3[CH:12]=[C:11]4[C:17]5[C:22]([C:23](=O)[C:10]4=[CH:9][C:8]=3[C:7]=2[CH:6]=[CH:5][CH:4]=1)=[CH:21][CH:20]=[CH:19][CH:18]=5.O.NN.Cl, predict the reaction product. The product is: [CH:21]1[C:22]2[CH2:23][C:10]3[CH:9]=[C:8]4[C:7]5[C:15]([CH2:14][C:13]4=[CH:12][C:11]=3[C:17]=2[CH:18]=[CH:19][CH:20]=1)=[CH:3][CH:4]=[CH:5][CH:6]=5.